Task: Predict the product of the given reaction.. Dataset: Forward reaction prediction with 1.9M reactions from USPTO patents (1976-2016) (1) The product is: [F:21][C:15]1[CH:16]=[C:17]([F:20])[CH:18]=[C:19]2[C:14]=1[CH:13]=[CH:12][C:11](=[O:22])[N:10]2[CH2:9][CH2:8][N:5]1[CH2:4][CH2:3][CH:2]([NH:1][C:33](=[O:34])[C:32]2[CH:36]=[CH:37][C:29]([N:23]3[CH2:24][CH2:25][O:26][CH2:27][CH2:28]3)=[N:30][CH:31]=2)[CH2:7][CH2:6]1. Given the reactants [NH2:1][CH:2]1[CH2:7][CH2:6][N:5]([CH2:8][CH2:9][N:10]2[C:19]3[C:14](=[C:15]([F:21])[CH:16]=[C:17]([F:20])[CH:18]=3)[CH:13]=[CH:12][C:11]2=[O:22])[CH2:4][CH2:3]1.[N:23]1([C:29]2[CH:37]=[CH:36][C:32]([C:33](O)=[O:34])=[CH:31][N:30]=2)[CH2:28][CH2:27][O:26][CH2:25][CH2:24]1.C(Cl)CCl.C1C=CC2N(O)N=NC=2C=1, predict the reaction product. (2) Given the reactants [Br:1][C:2]1[CH:3]=[CH:4][C:5]([C:14](=[O:19])[C:15]([F:18])([F:17])[F:16])=[C:6]([C:8]2[CH:13]=[CH:12][CH:11]=[CH:10][CH:9]=2)[CH:7]=1.C([O-])=O.[K+], predict the reaction product. The product is: [Br:1][C:2]1[CH:3]=[CH:4][C:5]([C@@H:14]([OH:19])[C:15]([F:17])([F:18])[F:16])=[C:6]([C:8]2[CH:9]=[CH:10][CH:11]=[CH:12][CH:13]=2)[CH:7]=1. (3) The product is: [CH3:29][O:28][C:25]1[CH:26]=[CH:27][C:22]([N:19]2[CH2:18][CH2:17][N:16]([C:6]3[C:7]([C:9]4[CH:10]=[CH:11][C:12]([O:15][CH2:38][C:37]([F:41])([F:40])[F:36])=[CH:13][CH:14]=4)=[N:8][C:3]([O:2][CH3:1])=[CH:4][CH:5]=3)[CH2:21][CH2:20]2)=[CH:23][CH:24]=1. Given the reactants [CH3:1][O:2][C:3]1[N:8]=[C:7]([C:9]2[CH:14]=[CH:13][C:12]([OH:15])=[CH:11][CH:10]=2)[C:6]([N:16]2[CH2:21][CH2:20][N:19]([C:22]3[CH:27]=[CH:26][C:25]([O:28][CH3:29])=[CH:24][CH:23]=3)[CH2:18][CH2:17]2)=[CH:5][CH:4]=1.C(=O)([O-])[O-].[K+].[K+].[F:36][C:37]([F:41])([F:40])[CH2:38]I.O, predict the reaction product. (4) Given the reactants C([O:3][C:4]([C:6]1[CH:15]=[CH:14][C:13]2[NH:12][CH:11]([CH:16]3[CH2:21][CH2:20][CH2:19][CH2:18][CH2:17]3)[CH:10]3[CH2:22][CH2:23][CH2:24][O:25][CH:9]3[C:8]=2[CH:7]=1)=[O:5])C.[OH-].[Na+].Cl, predict the reaction product. The product is: [CH:16]1([CH:11]2[CH:10]3[CH2:22][CH2:23][CH2:24][O:25][CH:9]3[C:8]3[CH:7]=[C:6]([C:4]([OH:5])=[O:3])[CH:15]=[CH:14][C:13]=3[NH:12]2)[CH2:17][CH2:18][CH2:19][CH2:20][CH2:21]1. (5) Given the reactants [CH3:1][C:2]1([CH3:20])[CH2:6][CH2:5][CH2:4][CH:3]1[C:7]1[C:8]([NH2:19])=[CH:9][C:10]([N:13]2[CH2:18][CH2:17][O:16][CH2:15][CH2:14]2)=[N:11][CH:12]=1.Cl[C:22]1[C:31]2[C:26](=[CH:27][C:28]([F:33])=[CH:29][C:30]=2[F:32])[N:25]=[C:24]([C:34]2[CH:39]=[CH:38][CH:37]=[CH:36][N:35]=2)[C:23]=1[CH3:40].C1(P(C2CCCCC2)C2C=CC=CC=2C2C(C(C)C)=CC(C(C)C)=CC=2C(C)C)CCCCC1.CC(C)([O-])C.[Na+], predict the reaction product. The product is: [CH3:1][C:2]1([CH3:20])[CH2:6][CH2:5][CH2:4][CH:3]1[C:7]1[C:8]([NH:19][C:22]2[C:31]3[C:26](=[CH:27][C:28]([F:33])=[CH:29][C:30]=3[F:32])[N:25]=[C:24]([C:34]3[CH:39]=[CH:38][CH:37]=[CH:36][N:35]=3)[C:23]=2[CH3:40])=[CH:9][C:10]([N:13]2[CH2:14][CH2:15][O:16][CH2:17][CH2:18]2)=[N:11][CH:12]=1. (6) The product is: [CH2:1]([O:4][C:5](=[O:35])[C:6]1[CH:11]=[CH:10][C:9]([N:12]([C:25]([O:27][C:28]([CH3:29])([CH3:31])[CH3:30])=[O:26])[CH2:13][C:14]2[CH:19]=[CH:18][C:17]([O:20][C:21]([F:23])([F:22])[F:24])=[CH:16][CH:15]=2)=[CH:8][C:7]=1[NH2:41])[CH:2]=[CH2:3]. Given the reactants [CH2:1]([O:4][C:5](=[O:35])[C:6]1[CH:11]=[CH:10][C:9]([N:12]([C:25]([O:27][C:28]([CH3:31])([CH3:30])[CH3:29])=[O:26])[CH2:13][C:14]2[CH:19]=[CH:18][C:17]([O:20][C:21]([F:24])([F:23])[F:22])=[CH:16][CH:15]=2)=[C:8]([N+]([O-])=O)[CH:7]=1)[CH:2]=[CH2:3].Cl[Sn]Cl.O.C[N:41](C=O)C, predict the reaction product. (7) Given the reactants C(N(CC)CC)C.[CH3:8][C:9]1([CH3:35])[NH:13][CH2:12][CH:11]([CH2:14][N:15]2[C:23]3[C:18](=[N:19][C:20]([C:24]4[CH:25]=[N:26][N:27]([CH:29]5[CH2:34][CH2:33][CH2:32][CH2:31][O:30]5)[CH:28]=4)=[CH:21][CH:22]=3)[CH:17]=[CH:16]2)[CH2:10]1.[C:36]1([CH2:42][CH2:43][C:44](Cl)=[O:45])[CH:41]=[CH:40][CH:39]=[CH:38][CH:37]=1.C(=O)(O)[O-].[Na+], predict the reaction product. The product is: [CH3:8][C:9]1([CH3:35])[CH2:10][CH:11]([CH2:14][N:15]2[C:23]3[C:18](=[N:19][C:20]([C:24]4[CH:25]=[N:26][N:27]([CH:29]5[CH2:34][CH2:33][CH2:32][CH2:31][O:30]5)[CH:28]=4)=[CH:21][CH:22]=3)[CH:17]=[CH:16]2)[CH2:12][N:13]1[C:44](=[O:45])[CH2:43][CH2:42][C:36]1[CH:41]=[CH:40][CH:39]=[CH:38][CH:37]=1. (8) Given the reactants [F:1][C:2]1[CH:7]=[C:6]([CH3:8])[C:5]([O:9][CH3:10])=[CH:4][C:3]=1[N+:11]([O-])=O.[H][H], predict the reaction product. The product is: [F:1][C:2]1[CH:7]=[C:6]([CH3:8])[C:5]([O:9][CH3:10])=[CH:4][C:3]=1[NH2:11]. (9) Given the reactants Cl[C:2]1[N:24]=[C:5]2[C:6]([NH:10][CH2:11][C:12]3[C:13]([N:18]([CH3:23])[S:19]([CH3:22])(=[O:21])=[O:20])=[N:14][CH:15]=[CH:16][CH:17]=3)=[CH:7][CH:8]=[CH:9][N:4]2[N:3]=1.[CH3:25][N:26]1[CH2:34][C:33]2[C:28](=[CH:29][CH:30]=[C:31]([NH2:35])[CH:32]=2)[CH2:27]1.C1(P(C2CCCCC2)C2C=CC=CC=2C2C=CC=CC=2P(C2CCCCC2)C2CCCCC2)CCCCC1, predict the reaction product. The product is: [CH3:23][N:18]([C:13]1[C:12]([CH2:11][NH:10][C:6]2[C:5]3[N:4]([N:3]=[C:2]([NH:35][C:31]4[CH:32]=[C:33]5[C:28](=[CH:29][CH:30]=4)[CH2:27][N:26]([CH3:25])[CH2:34]5)[N:24]=3)[CH:9]=[CH:8][CH:7]=2)=[CH:17][CH:16]=[CH:15][N:14]=1)[S:19]([CH3:22])(=[O:21])=[O:20]. (10) Given the reactants [Cl:1][C:2]1[N:3]=[CH:4][C:5]2[NH:11][C:10](=[O:12])[CH2:9][CH2:8][N:7]([CH:13]3[CH2:16][CH2:15][CH2:14]3)[C:6]=2[N:17]=1.[C:18](=O)([O-])[O-].[Cs+].[Cs+].IC.O, predict the reaction product. The product is: [Cl:1][C:2]1[N:3]=[CH:4][C:5]2[N:11]([CH3:18])[C:10](=[O:12])[CH2:9][CH2:8][N:7]([CH:13]3[CH2:16][CH2:15][CH2:14]3)[C:6]=2[N:17]=1.